From a dataset of Forward reaction prediction with 1.9M reactions from USPTO patents (1976-2016). Predict the product of the given reaction. (1) Given the reactants [CH:1]([C:4]1[CH:9]=[CH:8][C:7]([C@@H:10]2[C:14]3[C:15]([CH3:21])=[C:16]([NH2:20])[C:17]([CH3:19])=[CH:18][C:13]=3[O:12][CH2:11]2)=[CH:6][CH:5]=1)([CH3:3])[CH3:2].C([O:25][CH2:26][CH3:27])(=O)C.CCC[CH2:31][CH2:32][CH3:33].[CH:34](Cl)(Cl)Cl, predict the reaction product. The product is: [CH:1]([C:4]1[CH:5]=[CH:6][C:7]([C@@H:10]2[C:14]3[C:15]([CH3:21])=[C:16]([NH:20][C:26](=[O:25])[CH2:27][C:32]([CH3:31])([CH3:33])[CH3:34])[C:17]([CH3:19])=[CH:18][C:13]=3[O:12][CH2:11]2)=[CH:8][CH:9]=1)([CH3:3])[CH3:2]. (2) The product is: [C:1]([C:4]1[S:8]/[C:7](=[N:9]\[C:10](=[O:19])[C:11]2[CH:16]=[C:15]([Cl:17])[CH:14]=[CH:13][C:12]=2[O:30][CH2:29][C:28]([F:32])([F:31])[F:27])/[N:6]([CH2:20][C@H:21]2[CH2:25][CH2:24][CH2:23][O:22]2)[C:5]=1[CH3:26])(=[O:3])[CH3:2]. Given the reactants [C:1]([C:4]1[S:8]/[C:7](=[N:9]\[C:10](=[O:19])[C:11]2[CH:16]=[C:15]([Cl:17])[CH:14]=[CH:13][C:12]=2F)/[N:6]([CH2:20][C@H:21]2[CH2:25][CH2:24][CH2:23][O:22]2)[C:5]=1[CH3:26])(=[O:3])[CH3:2].[F:27][C:28]([F:32])([F:31])[CH2:29][OH:30].CC(C)([O-])C.[K+], predict the reaction product. (3) Given the reactants [F:1][C:2]([F:12])([F:11])[O:3][C:4]1[CH:9]=[CH:8][C:7]([OH:10])=[CH:6][CH:5]=1.[H-].[Na+].CS([C:18]1[N:19]([C:29]2[CH:34]=[CH:33][C:32]([O:35][CH2:36][C:37]([F:40])([F:39])[F:38])=[CH:31][CH:30]=2)[C:20](=[O:28])[C:21]2[CH2:26][C:25](=[O:27])[NH:24][C:22]=2[N:23]=1)=O.C(O)(=O)CC(CC(O)=O)(C(O)=O)O, predict the reaction product. The product is: [F:40][C:37]([F:38])([F:39])[CH2:36][O:35][C:32]1[CH:33]=[CH:34][C:29]([N:19]2[C:20](=[O:28])[C:21]3[CH2:26][C:25](=[O:27])[NH:24][C:22]=3[N:23]=[C:18]2[O:10][C:7]2[CH:6]=[CH:5][C:4]([O:3][C:2]([F:11])([F:12])[F:1])=[CH:9][CH:8]=2)=[CH:30][CH:31]=1. (4) Given the reactants [CH3:1][NH:2][CH2:3][C:4]1[CH:9]=[CH:8][C:7]([C:10]([N:12]2[CH2:18][C:17]3([CH3:20])[CH2:19][CH:13]2[CH2:14][C:15]([CH3:22])([CH3:21])[CH2:16]3)=[O:11])=[CH:6][CH:5]=1.[Cl:23][C:24]1[C:28]([S:29]([CH:32]([CH3:34])[CH3:33])(=[O:31])=[O:30])=[CH:27][S:26][C:25]=1[C:35](Cl)=[O:36], predict the reaction product. The product is: [CH3:1][N:2]([CH2:3][C:4]1[CH:9]=[CH:8][C:7]([C:10]([N:12]2[CH2:18][C:17]3([CH3:20])[CH2:19][CH:13]2[CH2:14][C:15]([CH3:22])([CH3:21])[CH2:16]3)=[O:11])=[CH:6][CH:5]=1)[C:35]([C:25]1[S:26][CH:27]=[C:28]([S:29]([CH:32]([CH3:34])[CH3:33])(=[O:31])=[O:30])[C:24]=1[Cl:23])=[O:36]. (5) Given the reactants C([O-])([O-])=O.[Cs+].[Cs+].[C:7]1([S:13]([CH2:16][C:17]2[O:18][C:19]([C:22]([F:25])([F:24])[F:23])=[N:20][N:21]=2)(=[O:15])=[O:14])[CH:12]=[CH:11][CH:10]=[CH:9][CH:8]=1.[C:26]1(=[O:31])[CH2:30][CH2:29][CH:28]=[CH:27]1, predict the reaction product. The product is: [C:7]1([S:13]([CH:16]([C:17]2[O:18][C:19]([C:22]([F:24])([F:25])[F:23])=[N:20][N:21]=2)[CH:28]2[CH2:29][CH2:30][C:26](=[O:31])[CH2:27]2)(=[O:15])=[O:14])[CH:8]=[CH:9][CH:10]=[CH:11][CH:12]=1.